Dataset: Forward reaction prediction with 1.9M reactions from USPTO patents (1976-2016). Task: Predict the product of the given reaction. (1) Given the reactants [O:1]=[C:2]1[CH2:7][NH:6][CH2:5][CH2:4][N:3]1[CH:8]1[CH2:17][CH2:16][C:15]2[CH:14]=[C:13]([C:18]#[N:19])[CH:12]=[CH:11][C:10]=2[CH2:9]1.C(N(CC)CC)C.[O:27]=[C:28]1[C:37]2[C:32](=[CH:33][C:34]([CH2:38][CH:39]=O)=[CH:35][CH:36]=2)[CH2:31][CH2:30][O:29]1.C(O[BH-](OC(=O)C)OC(=O)C)(=O)C.[Na+], predict the reaction product. The product is: [O:1]=[C:2]1[CH2:7][N:6]([CH2:39][CH2:38][C:34]2[CH:33]=[C:32]3[C:37](=[CH:36][CH:35]=2)[C:28](=[O:27])[O:29][CH2:30][CH2:31]3)[CH2:5][CH2:4][N:3]1[CH:8]1[CH2:17][CH2:16][C:15]2[CH:14]=[C:13]([C:18]#[N:19])[CH:12]=[CH:11][C:10]=2[CH2:9]1. (2) Given the reactants [OH:1][C:2]1[C:3]([CH:11]2[C:19]3[C:14](=[CH:15][CH:16]=[CH:17][CH:18]=3)[N:13]([CH2:20][C:21]3[CH:30]=[CH:29][CH:28]=[CH:27][C:22]=3[C:23]([O:25][CH3:26])=[O:24])[C:12]2=[O:31])=[CH:4][C:5]2[O:9][CH2:8][O:7][C:6]=2[CH:10]=1.[CH2:32]=[O:33].C([N-]C(C)C)(C)C.[Li+], predict the reaction product. The product is: [OH:1][C:2]1[C:3]([C:11]2([CH2:32][OH:33])[C:19]3[C:14](=[CH:15][CH:16]=[CH:17][CH:18]=3)[N:13]([CH2:20][C:21]3[CH:30]=[CH:29][CH:28]=[CH:27][C:22]=3[C:23]([O:25][CH3:26])=[O:24])[C:12]2=[O:31])=[CH:4][C:5]2[O:9][CH2:8][O:7][C:6]=2[CH:10]=1. (3) Given the reactants COC(C1C(C)=CC(C2C=CC=C(C(F)(F)F)C=2)=CN=1)=O.ClC1C=C([C:30]2[CH:31]=[C:32]([CH3:49])[C:33]([C:36]([N:38]3[CH2:43][CH2:42][CH:41]([N:44]4[CH2:48][CH2:47][CH2:46][CH2:45]4)[CH2:40][CH2:39]3)=[O:37])=[N:34][CH:35]=2)C=CC=1Cl.[F:50][C:51]1[CH:56]=[CH:55][C:54]([C:57]([F:60])([F:59])[F:58])=[CH:53][C:52]=1B(O)O.C(=O)([O-])[O-].[Na+].[Na+], predict the reaction product. The product is: [F:50][C:51]1[CH:56]=[CH:55][C:54]([C:57]([F:60])([F:59])[F:58])=[CH:53][C:52]=1[C:30]1[CH:31]=[C:32]([CH3:49])[C:33]([C:36]([N:38]2[CH2:39][CH2:40][CH:41]([N:44]3[CH2:48][CH2:47][CH2:46][CH2:45]3)[CH2:42][CH2:43]2)=[O:37])=[N:34][CH:35]=1. (4) Given the reactants [F:1][C:2]1[C:11]2[CH2:10][N:9]([C@H:12]([CH:16]([CH3:18])[CH3:17])[C:13]([OH:15])=O)[C:8](=[O:19])[C:7]3=[CH:20][NH:21][C:5]([C:6]=23)=[N:4][CH:3]=1.C1C=C2N=NN(O)C2=CC=1.O.CCN=C=NCCCN(C)C.Cl.[CH3:45][NH:46][CH2:47][C:48]#[N:49].CN1CCOCC1, predict the reaction product. The product is: [C:48]([CH2:47][N:46]([CH3:45])[C:13](=[O:15])[C@H:12]([N:9]1[C:8](=[O:19])[C:7]2=[CH:20][NH:21][C:5]3[C:6]2=[C:11]([C:2]([F:1])=[CH:3][N:4]=3)[CH2:10]1)[CH:16]([CH3:18])[CH3:17])#[N:49]. (5) The product is: [OH:10][CH2:9][CH2:8][N:7]([CH:4]1[CH2:5][CH2:6][O:1][CH2:2][CH2:3]1)[C:17]([C:15]1[N:14]=[CH:13][N:12]([CH3:11])[CH:16]=1)=[O:18]. Given the reactants [O:1]1[CH2:6][CH2:5][CH:4]([NH:7][CH2:8][CH2:9][OH:10])[CH2:3][CH2:2]1.[CH3:11][N:12]1[CH:16]=[C:15]([C:17](O)=[O:18])[N:14]=[CH:13]1.CN(C(ON1N=NC2C=CC=NC1=2)=[N+](C)C)C.F[P-](F)(F)(F)(F)F.C(N(C(C)C)CC)(C)C, predict the reaction product. (6) The product is: [CH2:13]([N:20]1[CH2:25][CH2:24][C:23]([C:2]2[CH:7]=[CH:6][CH:5]=[CH:4][N:3]=2)([OH:26])[CH2:22][CH2:21]1)[C:14]1[CH:15]=[CH:16][CH:17]=[CH:18][CH:19]=1. Given the reactants Br[C:2]1[CH:7]=[CH:6][CH:5]=[CH:4][N:3]=1.C([Li])CCC.[CH2:13]([N:20]1[CH2:25][CH2:24][C:23](=[O:26])[CH2:22][CH2:21]1)[C:14]1[CH:19]=[CH:18][CH:17]=[CH:16][CH:15]=1.O, predict the reaction product. (7) Given the reactants [Br:1]Br.C(OC([N:10]1[CH2:15][CH2:14][CH:13]([O:16][C:17]2[CH:22]=[CH:21][C:20]([CH2:23][C:24]([O:26][CH3:27])=[O:25])=[CH:19][CH:18]=2)[CH2:12][CH2:11]1)=O)(C)(C)C, predict the reaction product. The product is: [CH3:27][O:26][C:24](=[O:25])[CH2:23][C:20]1[CH:21]=[CH:22][C:17]([O:16][CH:13]2[CH2:14][CH2:15][NH:10][CH2:11][CH2:12]2)=[C:18]([Br:1])[CH:19]=1.